From a dataset of Catalyst prediction with 721,799 reactions and 888 catalyst types from USPTO. Predict which catalyst facilitates the given reaction. (1) Product: [Cl:1][C:2]1[C:7]([O:8][CH3:9])=[CH:6][C:5]([O:10][CH3:11])=[C:4]([Cl:12])[C:3]=1[C:13]1[C:24](=[O:25])[N:23]([CH2:27][CH2:28][O:29][CH:30]2[CH2:35][CH2:34][N:33]([C:36]([O:38][C:39]([CH3:40])([CH3:42])[CH3:41])=[O:37])[CH2:32][CH2:31]2)[C:16]2[N:17]=[C:18]([S:21][CH3:22])[N:19]=[CH:20][C:15]=2[CH:14]=1. The catalyst class is: 10. Reactant: [Cl:1][C:2]1[C:7]([O:8][CH3:9])=[CH:6][C:5]([O:10][CH3:11])=[C:4]([Cl:12])[C:3]=1[C:13]1[C:24](=[O:25])[NH:23][C:16]2[N:17]=[C:18]([S:21][CH3:22])[N:19]=[CH:20][C:15]=2[CH:14]=1.I[CH2:27][CH2:28][O:29][CH:30]1[CH2:35][CH2:34][N:33]([C:36]([O:38][C:39]([CH3:42])([CH3:41])[CH3:40])=[O:37])[CH2:32][CH2:31]1.C([O-])([O-])=O.[K+].[K+]. (2) Reactant: Br[C:2]1[CH:7]=[N:6][C:5]([N:8]2[CH2:13][CH2:12][CH:11]([CH2:14][CH2:15][NH:16][C:17](=[O:22])[C:18]([CH3:21])([CH3:20])[CH3:19])[CH2:10][CH2:9]2)=[C:4]2[S:23][C:24]([C:26]([NH2:28])=[O:27])=[CH:25][C:3]=12. Product: [C:17]([NH:16][CH2:15][CH2:14][CH:11]1[CH2:12][CH2:13][N:8]([C:5]2[N:6]=[CH:7][CH:2]=[C:3]3[CH:25]=[C:24]([C:26]([NH2:28])=[O:27])[S:23][C:4]=23)[CH2:9][CH2:10]1)(=[O:22])[C:18]([CH3:20])([CH3:21])[CH3:19]. The catalyst class is: 19. (3) Reactant: [N:1]1([CH2:7][CH2:8][N:9]2[CH:13]=[C:12]([C:14]3[CH:15]=[N:16][C:17]([C:20]4[CH:21]=[C:22]([CH2:26]O)[CH:23]=[CH:24][CH:25]=4)=[N:18][CH:19]=3)[CH:11]=[N:10]2)[CH2:6][CH2:5][O:4][CH2:3][CH2:2]1.[CH:28]([C:31]1[CH:32]=[CH:33][C:34](=[O:37])[NH:35][N:36]=1)([CH3:30])[CH3:29].C1(P(C2C=CC=CC=2)C2C=CC=CC=2)C=CC=CC=1.N(C(OC(C)C)=O)=NC(OC(C)C)=O. Product: [CH:28]([C:31]1[CH:32]=[CH:33][C:34](=[O:37])[N:35]([CH2:26][C:22]2[CH:23]=[CH:24][CH:25]=[C:20]([C:17]3[N:16]=[CH:15][C:14]([C:12]4[CH:11]=[N:10][N:9]([CH2:8][CH2:7][N:1]5[CH2:6][CH2:5][O:4][CH2:3][CH2:2]5)[CH:13]=4)=[CH:19][N:18]=3)[CH:21]=2)[N:36]=1)([CH3:30])[CH3:29]. The catalyst class is: 1. (4) Reactant: [NH:1]1[CH2:5][CH2:4][C@@H:3]([NH:6][C:7]2[C:8]3[CH:9]=[CH:10][N:11]=[CH:12][C:13]=3[CH:14]=[CH:15][CH:16]=2)[CH2:2]1.[C:17](=[O:33])([O:21][CH2:22][CH2:23][O:24][C:25]1[CH:30]=[CH:29][CH:28]=[C:27]([CH:31]=O)[CH:26]=1)[O:18][CH2:19][CH3:20].C(O[BH-](OC(=O)C)OC(=O)C)(=O)C.[Na+]. Product: [C:17](=[O:33])([O:18][CH2:19][CH3:20])[O:21][CH2:22][CH2:23][O:24][C:25]1[CH:30]=[CH:29][CH:28]=[C:27]([CH2:31][N:1]2[CH2:5][CH2:4][C@@H:3]([NH:6][C:7]3[CH:16]=[CH:15][CH:14]=[C:13]4[C:8]=3[CH:9]=[CH:10][N:11]=[CH:12]4)[CH2:2]2)[CH:26]=1. The catalyst class is: 1. (5) Reactant: C(O[C:4]([C:6]1[N:7]=[N:8][N:9]([CH2:12][C:13]2[CH:18]=[C:17]([C:19]([F:22])([F:21])[F:20])[CH:16]=[C:15]([C:23]([F:26])([F:25])[F:24])[CH:14]=2)[C:10]=1Cl)=[O:5])C.[NH:27]1[CH2:32][CH2:31][O:30][CH2:29][CH2:28]1.Cl. Product: [F:24][C:23]([F:25])([F:26])[C:15]1[CH:14]=[C:13]([CH:18]=[C:17]([C:19]([F:21])([F:22])[F:20])[CH:16]=1)[CH2:12][N:9]1[C:10]([N:27]2[CH2:32][CH2:31][O:30][CH2:29][CH2:28]2)=[C:6]([C:4]([N:27]2[CH2:32][CH2:31][O:30][CH2:29][CH2:28]2)=[O:5])[N:7]=[N:8]1. The catalyst class is: 25.